This data is from Reaction yield outcomes from USPTO patents with 853,638 reactions. The task is: Predict the reaction yield, written as a fraction of the theoretical maximum amount of product (1.0 means a 100% yield; for example, 0.34 means a 34% yield). (1) The catalyst is C1C=CC(P(C2C=CC=CC=2)[C-]2C=CC=C2)=CC=1.C1C=CC(P(C2C=CC=CC=2)[C-]2C=CC=C2)=CC=1.Cl[Pd]Cl.[Fe+2].ClCCl.O. The product is [CH3:14][O:13][C:8]1[CH:9]=[CH:10][CH:11]=[CH:12][C:7]=1[C:23]1[CH2:28][CH2:27][N:26]([C:29]([O:31][C:32]([CH3:35])([CH3:34])[CH3:33])=[O:30])[CH2:25][CH:24]=1. The reactants are CN(C=O)C.Br[C:7]1[CH:12]=[CH:11][CH:10]=[CH:9][C:8]=1[O:13][CH3:14].CC1(C)C(C)(C)OB([C:23]2[CH2:28][CH2:27][N:26]([C:29]([O:31][C:32]([CH3:35])([CH3:34])[CH3:33])=[O:30])[CH2:25][CH:24]=2)O1.C([O-])(=O)C.[Na+]. The yield is 0.905. (2) The reactants are Cl.[OH:2][C@H:3]1[CH2:7][NH:6][C@H:5]([C:8]([NH:10][CH2:11][C:12]2[CH:17]=[CH:16][C:15]([C:18]3[O:22][CH:21]=[N:20][CH:19]=3)=[CH:14][CH:13]=2)=[O:9])[CH2:4]1.[C:23]([O:26][C@@H:27]([CH3:31])[C:28](O)=[O:29])(=[O:25])[CH3:24].CCN(C(C)C)C(C)C.CN(C(ON1N=NC2C=CC=NC1=2)=[N+](C)C)C.F[P-](F)(F)(F)(F)F. The catalyst is CN(C=O)C. The product is [C:23]([O:26][C@@H:27]([CH3:31])[C:28]([N:6]1[CH2:7][C@H:3]([OH:2])[CH2:4][C@H:5]1[C:8](=[O:9])[NH:10][CH2:11][C:12]1[CH:13]=[CH:14][C:15]([C:18]2[O:22][CH:21]=[N:20][CH:19]=2)=[CH:16][CH:17]=1)=[O:29])(=[O:25])[CH3:24]. The yield is 0.280. (3) The product is [CH3:11][C:3]1[CH:4]=[C:5]([N+:8]([O-:10])=[O:9])[CH:6]=[CH:7][C:2]=1[N:16]1[CH2:17][CH2:18][CH:13]([OH:12])[CH2:14][CH2:15]1. The catalyst is CN(C)C=O. The yield is 0.630. The reactants are F[C:2]1[CH:7]=[CH:6][C:5]([N+:8]([O-:10])=[O:9])=[CH:4][C:3]=1[CH3:11].[OH:12][CH:13]1[CH2:18][CH2:17][NH:16][CH2:15][CH2:14]1.C(=O)([O-])[O-].[K+].[K+]. (4) The reactants are Br[C:2]1[CH:3]=[C:4]2[C:9](=[CH:10][CH:11]=1)[N:8]=[CH:7][C:6]([C:12]([CH:14]1[CH2:16][CH2:15]1)=[O:13])=[C:5]2[NH:17][C:18]1[CH:19]=[N:20][C:21]([N:24]2[CH2:28][CH2:27][CH:26]([NH:29]C(=O)OC(C)(C)C)[CH2:25]2)=[N:22][CH:23]=1.[Cl:37][C:38]1[CH:43]=[C:42](B2OC(C)(C)C(C)(C)O2)[CH:41]=[C:40]([O:53][CH3:54])[C:39]=1[OH:55]. No catalyst specified. The product is [NH2:29][CH:26]1[CH2:27][CH2:28][N:24]([C:21]2[N:22]=[CH:23][C:18]([NH:17][C:5]3[C:4]4[C:9](=[CH:10][CH:11]=[C:2]([C:42]5[CH:41]=[C:40]([O:53][CH3:54])[C:39]([OH:55])=[C:38]([Cl:37])[CH:43]=5)[CH:3]=4)[N:8]=[CH:7][C:6]=3[C:12]([CH:14]3[CH2:15][CH2:16]3)=[O:13])=[CH:19][N:20]=2)[CH2:25]1. The yield is 0.210.